Dataset: Full USPTO retrosynthesis dataset with 1.9M reactions from patents (1976-2016). Task: Predict the reactants needed to synthesize the given product. (1) Given the product [CH2:18]([O:19][C:2]1[N:3]=[CH:4][C:5]([NH:8][C:9](=[O:15])[O:10][CH2:11][CH3:14])=[N:6][CH:7]=1)[CH3:17], predict the reactants needed to synthesize it. The reactants are: Cl[C:2]1[N:3]=[CH:4][C:5]([NH:8][C:9](=[O:15])[O:10][C:11]([CH3:14])(C)C)=[N:6][CH:7]=1.Cl.[CH3:17][CH2:18][O:19]C(C)=O. (2) Given the product [N:1]1([C:4]2[CH:11]=[CH:10][CH:9]=[C:6]([C:7]#[N:8])[C:5]=2[C:12]#[N:13])[CH2:24][CH2:23][CH2:22][CH2:21]1, predict the reactants needed to synthesize it. The reactants are: [N+:1]([C:4]1[CH:11]=[CH:10][CH:9]=[C:6]([C:7]#[N:8])[C:5]=1[C:12]#[N:13])([O-])=O.C(=O)([O-])[O-].[K+].[K+].N1[CH2:24][CH2:23][CH2:22][CH2:21]1. (3) Given the product [F:23][C:20]1[CH:21]=[CH:22][C:17]([C:7]2[N:8]=[C:9]([C:10]3[CH:15]=[CH:14][C:13]([F:16])=[CH:12][CH:11]=3)[N:5]([CH2:4][C:3]([OH:24])=[O:2])[N:6]=2)=[CH:18][CH:19]=1, predict the reactants needed to synthesize it. The reactants are: C[O:2][C:3](=[O:24])[CH2:4][N:5]1[C:9]([C:10]2[CH:15]=[CH:14][C:13]([F:16])=[CH:12][CH:11]=2)=[N:8][C:7]([C:17]2[CH:22]=[CH:21][C:20]([F:23])=[CH:19][CH:18]=2)=[N:6]1.[Li+].[OH-].Cl. (4) Given the product [NH:3]1[C:4]2[CH:9]=[CH:8][CH:7]=[CH:6][C:5]=2[N:1]=[C:2]1[C:10]1[C:18]2[C:13](=[CH:14][CH:15]=[C:16]([NH:19][CH2:25][C:21]3[S:20][CH:24]=[CH:23][N:22]=3)[CH:17]=2)[NH:12][N:11]=1, predict the reactants needed to synthesize it. The reactants are: [N:1]1[C:5]2[CH:6]=[CH:7][CH:8]=[CH:9][C:4]=2[NH:3][C:2]=1[C:10]1[C:18]2[C:13](=[CH:14][CH:15]=[C:16]([NH2:19])[CH:17]=2)[NH:12][N:11]=1.[S:20]1[CH:24]=[CH:23][N:22]=[C:21]1[CH:25]=O.N1C=CC=CC=1. (5) The reactants are: Br[C:2]1[CH:10]=[C:9]2[C:5]([CH2:6][C:7](=[O:11])[NH:8]2)=[CH:4][CH:3]=1.[B:12]1([B:12]2[O:16][C:15]([CH3:18])([CH3:17])[C:14]([CH3:20])([CH3:19])[O:13]2)[O:16][C:15]([CH3:18])([CH3:17])[C:14]([CH3:20])([CH3:19])[O:13]1.CC([O-])=O.[K+].CCOC(C)=O. Given the product [CH3:19][C:14]1([CH3:20])[C:15]([CH3:18])([CH3:17])[O:16][B:12]([C:2]2[CH:10]=[C:9]3[C:5]([CH2:6][C:7](=[O:11])[NH:8]3)=[CH:4][CH:3]=2)[O:13]1, predict the reactants needed to synthesize it. (6) Given the product [CH3:12][O:13][C:14](=[O:20])[CH:15]([C:6](=[O:7])[C:5]1[CH:9]=[CH:10][C:2]([Br:1])=[C:3]([Cl:11])[CH:4]=1)/[C:16](=[N:18]/[CH3:19])/[CH3:17], predict the reactants needed to synthesize it. The reactants are: [Br:1][C:2]1[CH:10]=[CH:9][C:5]([C:6](Cl)=[O:7])=[CH:4][C:3]=1[Cl:11].[CH3:12][O:13][C:14](=[O:20])[CH:15]=[C:16]([NH:18][CH3:19])[CH3:17]. (7) Given the product [C:1]([O:5][CH2:6][CH2:7][CH2:8][CH2:9][CH2:10][CH2:11][CH2:12][CH2:13][CH2:14][CH2:15][CH2:16][CH2:17][CH2:18][CH2:19][CH2:20][CH2:21][CH2:22][CH3:23])(=[O:4])[CH:2]=[CH2:3].[C:24]([O:28][CH2:29][CH2:30][CH2:31][CH2:32][CH2:33][CH2:34][CH2:35][CH2:36][CH2:37][CH2:38][CH2:39][CH2:40][CH2:41][CH2:42][CH2:43][CH:44]([CH3:46])[CH3:45])(=[O:27])[CH:25]=[CH2:26], predict the reactants needed to synthesize it. The reactants are: [C:1]([O:5][CH2:6][CH2:7][CH2:8][CH2:9][CH2:10][CH2:11][CH2:12][CH2:13][CH2:14][CH2:15][CH2:16][CH2:17][CH2:18][CH2:19][CH2:20][CH2:21][CH2:22][CH3:23])(=[O:4])[CH:2]=[CH2:3].[C:24]([O:28][CH2:29][CH2:30][CH2:31][CH2:32][CH2:33][CH2:34][CH2:35][CH2:36][CH2:37][CH2:38][CH2:39][CH2:40][CH2:41][CH2:42][CH2:43][CH:44]([CH3:46])[CH3:45])(=[O:27])[CH:25]=[CH2:26]. (8) Given the product [Br:27][C:28]([CH3:33])([CH3:32])[C:29]([OH:31])=[O:30].[CH2:4]([C:5]1[C:6]([SH:11])=[N:7][CH:8]=[CH:9][CH:10]=1)[CH2:3][CH3:2], predict the reactants needed to synthesize it. The reactants are: O[CH2:2][CH2:3][CH2:4][C:5]1[C:6]([SH:11])=[N:7][CH:8]=[CH:9][CH:10]=1.C1(N=C=NC2CCCCC2)CCCCC1.[Br:27][C:28]([CH3:33])([CH3:32])[C:29]([OH:31])=[O:30]. (9) Given the product [C:22]([SiH2:21][O:20][C:19]([CH3:27])([CH3:26])[CH:17]1[CH2:16][O:15][C:14]2[CH:28]=[CH:29][C:11]([C:9]([OH:10])=[O:8])=[C:12]([CH3:30])[C:13]=2[O:18]1)([CH3:25])([CH3:23])[CH3:24], predict the reactants needed to synthesize it. The reactants are: C([O:8][C:9]([C:11]1[CH:29]=[CH:28][C:14]2[O:15][CH2:16][CH:17]([C:19]([CH3:27])([CH3:26])[O:20][SiH2:21][C:22]([CH3:25])([CH3:24])[CH3:23])[O:18][C:13]=2[C:12]=1[CH3:30])=[O:10])C1C=CC=CC=1.[H][H].C(Cl)(Cl)Cl. (10) Given the product [CH:13]1[N:12]([CH2:11][O:10][CH2:9][CH2:8][OH:7])[C:16]2[N:17]=[C:18]([NH2:22])[N:19]=[C:20]([OH:21])[C:15]=2[N:14]=1.[CH3:1][CH:2]([C@H:4]([NH2:23])[C:32]([NH:24][C@H:25]([C:29]([OH:31])=[O:30])[CH:26]([CH3:27])[CH3:28])=[O:34])[CH3:3], predict the reactants needed to synthesize it. The reactants are: [CH3:1][CH:2]([C@H:4]([NH2:23])C([O:7][CH2:8][CH2:9][O:10][CH2:11][N:12]1[C:16]2[NH:17][C:18]([NH2:22])=[N:19][C:20](=[O:21])[C:15]=2[N:14]=[CH:13]1)=O)[CH3:3].[NH:24]([C:32]([O:34]C(C)(C)C)=O)[C@H:25]([C:29]([OH:31])=[O:30])[CH:26]([CH3:28])[CH3:27].